Predict the reactants needed to synthesize the given product. From a dataset of Full USPTO retrosynthesis dataset with 1.9M reactions from patents (1976-2016). The reactants are: [C:1]([O:4][CH2:5][C:6](Cl)=[O:7])(=[O:3])[CH3:2].[NH2:9][CH:10]1[CH2:15][CH2:14][N:13]([CH2:16][C:17]2[CH:18]=[CH:19][N:20]3[C:25]=2[C:24]([NH:26][C:27]2[CH:28]=[C:29]4[C:33](=[CH:34][CH:35]=2)[N:32]([CH2:36][C:37]2[CH:42]=[CH:41][CH:40]=[C:39]([F:43])[CH:38]=2)[N:31]=[CH:30]4)=[N:23][CH:22]=[N:21]3)[CH2:12][CH2:11]1.C(N(CC)CC)C. Given the product [F:43][C:39]1[CH:38]=[C:37]([CH:42]=[CH:41][CH:40]=1)[CH2:36][N:32]1[C:33]2[C:29](=[CH:28][C:27]([NH:26][C:24]3[C:25]4=[C:17]([CH2:16][N:13]5[CH2:12][CH2:11][CH:10]([NH:9][C:6]([CH2:5][O:4][C:1](=[O:3])[CH3:2])=[O:7])[CH2:15][CH2:14]5)[CH:18]=[CH:19][N:20]4[N:21]=[CH:22][N:23]=3)=[CH:35][CH:34]=2)[CH:30]=[N:31]1, predict the reactants needed to synthesize it.